This data is from Forward reaction prediction with 1.9M reactions from USPTO patents (1976-2016). The task is: Predict the product of the given reaction. (1) Given the reactants [F:1][C:2]1[CH:27]=[C:26]([F:28])[CH:25]=[CH:24][C:3]=1[CH2:4][O:5][C:6]1[N:7]=[C:8]([CH3:23])[N:9]([CH2:13][C:14]2[CH:22]=[CH:21][C:17]([C:18](O)=[O:19])=[CH:16][CH:15]=2)[C:10](=[O:12])[CH:11]=1.C1C(=O)N([Br:36])C(=O)C1.C(OC(Cl)=O)C(C)C.C[N:46]1[CH2:51]COCC1.CN, predict the reaction product. The product is: [Br:36][C:11]1[C:10](=[O:12])[N:9]([CH2:13][C:14]2[CH:22]=[CH:21][C:17]([C:18]([NH:46][CH3:51])=[O:19])=[CH:16][CH:15]=2)[C:8]([CH3:23])=[N:7][C:6]=1[O:5][CH2:4][C:3]1[CH:24]=[CH:25][C:26]([F:28])=[CH:27][C:2]=1[F:1]. (2) Given the reactants [NH2:1][C:2]1[N:7]=[CH:6][N:5]=[C:4]2[N:8]([CH2:19][CH2:20][NH:21][C:22]3[CH:27]=[CH:26][CH:25]=[CH:24][CH:23]=3)[N:9]=[C:10]([C:11]3[CH:12]=[C:13]([OH:18])[CH:14]=[C:15]([F:17])[CH:16]=3)[C:3]=12.C(N(CC)CC)C.[C:35](Cl)(=[O:38])[CH:36]=[CH2:37].C(=O)(O)[O-].[Na+], predict the reaction product. The product is: [NH2:1][C:2]1[N:7]=[CH:6][N:5]=[C:4]2[N:8]([CH2:19][CH2:20][N:21]([C:22]3[CH:27]=[CH:26][CH:25]=[CH:24][CH:23]=3)[C:35](=[O:38])[CH:36]=[CH2:37])[N:9]=[C:10]([C:11]3[CH:12]=[C:13]([OH:18])[CH:14]=[C:15]([F:17])[CH:16]=3)[C:3]=12.